From a dataset of Retrosynthesis with 50K atom-mapped reactions and 10 reaction types from USPTO. Predict the reactants needed to synthesize the given product. (1) Given the product CC(C)(c1c(F)cc(O)cc1F)C(F)(F)F, predict the reactants needed to synthesize it. The reactants are: COc1cc(F)c(C(C)(C)C(F)(F)F)c(F)c1. (2) Given the product Cn1nnnc1S(=O)CCCS(=O)c1ccccn1, predict the reactants needed to synthesize it. The reactants are: Cn1nnnc1SCCCS(=O)c1ccccn1.O=S([O-])O. (3) The reactants are: CCCN=C=O.CN(C(=O)N(C)[C@@H]1CNC[C@H]1c1ccc(F)cc1)c1cc(C(F)(F)F)cc(C(F)(F)F)c1. Given the product CCCNC(=O)N1C[C@@H](N(C)C(=O)N(C)c2cc(C(F)(F)F)cc(C(F)(F)F)c2)[C@H](c2ccc(F)cc2)C1, predict the reactants needed to synthesize it. (4) Given the product Brc1cccc(-c2cccc(-c3cc(-c4ccccc4)cc4c3sc3ccc(-c5ccccc5)cc34)c2)c1, predict the reactants needed to synthesize it. The reactants are: Brc1cccc(I)c1.OB(O)c1cccc(-c2cc(-c3ccccc3)cc3c2sc2ccc(-c4ccccc4)cc23)c1. (5) Given the product COc1nc(C)nc(Cl)c1Cl, predict the reactants needed to synthesize it. The reactants are: C[O-].Cc1nc(Cl)c(Cl)c(Cl)n1. (6) Given the product O=[N+]([O-])c1ccc(-n2ccnc2)c(Cl)c1, predict the reactants needed to synthesize it. The reactants are: O=[N+]([O-])c1ccc(Cl)c(Cl)c1.c1c[nH]cn1. (7) Given the product CCC(=O)N1NC(N(C(C)C)C(C)C)=Nc2ncccc21, predict the reactants needed to synthesize it. The reactants are: CC(C)N(C1=Nc2ncccc2NN1)C(C)C.CCC(=O)OC(=O)CC.